This data is from Reaction yield outcomes from USPTO patents with 853,638 reactions. The task is: Predict the reaction yield, written as a fraction of the theoretical maximum amount of product (1.0 means a 100% yield; for example, 0.34 means a 34% yield). (1) The reactants are [C:1]([O:5][C:6](=[O:11])[NH:7][CH2:8][CH2:9]Br)([CH3:4])([CH3:3])[CH3:2].[N:12]1(NCCC)[CH2:16][CH2:15][CH2:14][CH2:13]1.[Na+].[I-].O. The catalyst is C(#N)C. The product is [C:1]([O:5][C:6](=[O:11])[NH:7][CH2:8][CH2:9][NH:12][CH2:13][CH2:14][CH2:15][N:12]1[CH2:13][CH2:14][CH2:15][CH2:16]1)([CH3:4])([CH3:3])[CH3:2]. The yield is 0.760. (2) The reactants are [CH2:1]([OH:6])/[CH:2]=[CH:3]/[CH2:4][OH:5].N1C=CN=C1.[Si:12](Cl)([C:15]([CH3:18])([CH3:17])[CH3:16])([CH3:14])[CH3:13].O. The catalyst is CN(C=O)C. The product is [Si:12]([O:5][CH2:4]/[CH:3]=[CH:2]/[CH2:1][OH:6])([C:15]([CH3:18])([CH3:17])[CH3:16])([CH3:14])[CH3:13]. The yield is 0.890. (3) The reactants are [CH3:1][S:2]([CH2:5][C:6]#[N:7])(=[O:4])=[O:3].[C:8](=O)([O-])[O-].[K+].[K+].[CH3:14][O:15][C:16]1[CH:17]=[C:18]([N:24]=[C:25]=[S:26])[CH:19]=[C:20]([O:22][CH3:23])[CH:21]=1.CI. The catalyst is CC(C)=O. The product is [CH3:14][O:15][C:16]1[CH:17]=[C:18]([NH:24][C:25]([S:26][CH3:8])=[C:5]([S:2]([CH3:1])(=[O:4])=[O:3])[C:6]#[N:7])[CH:19]=[C:20]([O:22][CH3:23])[CH:21]=1. The yield is 0.480. (4) The reactants are I[C:2]1[CH:14]=[CH:13][C:5]([CH2:6][C:7]2[CH:12]=[CH:11][N:10]=[CH:9][CH:8]=2)=[CH:4][CH:3]=1.[Cl:15][C:16]1[CH:21]=[CH:20][C:19]([NH:22][C:23](=[O:26])[CH:24]=[CH2:25])=[CH:18][C:17]=1[C:27]([F:30])([F:29])[F:28]. The catalyst is CN(C=O)C.O.C1C=CC([P]([Pd]([P](C2C=CC=CC=2)(C2C=CC=CC=2)C2C=CC=CC=2)([P](C2C=CC=CC=2)(C2C=CC=CC=2)C2C=CC=CC=2)[P](C2C=CC=CC=2)(C2C=CC=CC=2)C2C=CC=CC=2)(C2C=CC=CC=2)C2C=CC=CC=2)=CC=1. The product is [Cl:15][C:16]1[CH:21]=[CH:20][C:19]([NH:22][C:23](=[O:26])/[CH:24]=[CH:25]/[C:2]2[CH:14]=[CH:13][C:5]([CH2:6][C:7]3[CH:12]=[CH:11][N:10]=[CH:9][CH:8]=3)=[CH:4][CH:3]=2)=[CH:18][C:17]=1[C:27]([F:28])([F:29])[F:30]. The yield is 0.400. (5) The product is [Cl:1][C:2]1[CH:30]=[CH:29][C:5]([CH2:6][NH:7][C:8]([C:10]2[C:19](=[O:20])[C:18]3[C:13]4=[C:14]([CH:34]=[C:33]([CH2:32][CH2:31][OH:35])[N:12]4[CH:11]=2)[CH:15]=[C:16]([CH2:21][N:22]2[CH2:27][CH2:26][O:25][CH2:24][CH2:23]2)[CH:17]=3)=[O:9])=[CH:4][CH:3]=1. The yield is 0.560. The catalyst is CCN(CC)CC.Cl[Pd](Cl)([P](C1C=CC=CC=1)(C1C=CC=CC=1)C1C=CC=CC=1)[P](C1C=CC=CC=1)(C1C=CC=CC=1)C1C=CC=CC=1.[Cu]I. The reactants are [Cl:1][C:2]1[CH:30]=[CH:29][C:5]([CH2:6][NH:7][C:8]([C:10]2[CH:11]=[N:12][C:13]3[C:18]([C:19]=2[OH:20])=[CH:17][C:16]([CH2:21][N:22]2[CH2:27][CH2:26][O:25][CH2:24][CH2:23]2)=[CH:15][C:14]=3I)=[O:9])=[CH:4][CH:3]=1.[CH2:31]([OH:35])[CH2:32][C:33]#[CH:34]. (6) The reactants are [CH3:1][Si:2]([CH3:30])([CH3:29])[C:3]1[CH:4]=[C:5]([CH:22]=[C:23]([Si:25]([CH3:28])([CH3:27])[CH3:26])[CH:24]=1)[C:6]([NH:8][C:9]1[CH:14]=[CH:13][C:12](/[CH:15]=[C:16](\[CH3:20])/[C:17]([OH:19])=[O:18])=[C:11]([F:21])[CH:10]=1)=[O:7].[H][H]. The catalyst is O1CCCC1.CO.[C].[Pd]. The product is [CH3:28][Si:25]([CH3:26])([CH3:27])[C:23]1[CH:22]=[C:5]([CH:4]=[C:3]([Si:2]([CH3:1])([CH3:30])[CH3:29])[CH:24]=1)[C:6]([NH:8][C:9]1[CH:14]=[CH:13][C:12]([CH2:15][CH:16]([CH3:20])[C:17]([OH:19])=[O:18])=[C:11]([F:21])[CH:10]=1)=[O:7]. The yield is 0.940.